Dataset: Reaction yield outcomes from USPTO patents with 853,638 reactions. Task: Predict the reaction yield, written as a fraction of the theoretical maximum amount of product (1.0 means a 100% yield; for example, 0.34 means a 34% yield). (1) The reactants are [Si:1]([O:18][CH2:19][CH:20]1[CH2:23][NH:22][CH2:21]1)([C:14]([CH3:17])([CH3:16])[CH3:15])([C:8]1[CH:13]=[CH:12][CH:11]=[CH:10][CH:9]=1)[C:2]1[CH:7]=[CH:6][CH:5]=[CH:4][CH:3]=1.[O:24]1[CH2:26][C@H:25]1[C:27]([O:29][CH3:30])=[O:28]. The catalyst is C(#N)C. The product is [Si:1]([O:18][CH2:19][CH:20]1[CH2:23][N:22]([CH2:26][C@H:25]([OH:24])[C:27]([O:29][CH3:30])=[O:28])[CH2:21]1)([C:14]([CH3:17])([CH3:15])[CH3:16])([C:2]1[CH:3]=[CH:4][CH:5]=[CH:6][CH:7]=1)[C:8]1[CH:13]=[CH:12][CH:11]=[CH:10][CH:9]=1. The yield is 0.560. (2) The yield is 0.590. The reactants are Cl[C:2]1[N:7]=[C:6](Cl)[CH:5]=[C:4]([CH3:9])[N:3]=1.[NH:10]1[CH2:15][CH2:14][O:13][CH2:12][CH2:11]1.O.[NH2:17][NH2:18]. The product is [NH:17]([C:2]1[N:7]=[C:6]([N:10]2[CH2:15][CH2:14][O:13][CH2:12][CH2:11]2)[CH:5]=[C:4]([CH3:9])[N:3]=1)[NH2:18]. The catalyst is CO. (3) The reactants are [ClH:1].[NH2:2][C@@H:3]([C:11]1[C:20]2[CH2:19]OC(=O)[NH:16][C:15]=2[N:14]=[C:13]([C:22]2[CH:27]=[CH:26][CH:25]=[CH:24][C:23]=2[OH:28])[CH:12]=1)[CH2:4][C:5]1[CH:10]=[CH:9][CH:8]=[CH:7][CH:6]=1. The catalyst is C(#N)C. The product is [ClH:1].[NH2:16][C:15]1[C:20]2[CH2:19][NH:2][C@H:3]([CH2:4][C:5]3[CH:10]=[CH:9][CH:8]=[CH:7][CH:6]=3)[C:11]=2[CH:12]=[C:13]([C:22]2[CH:27]=[CH:26][CH:25]=[CH:24][C:23]=2[OH:28])[N:14]=1. The yield is 0.800. (4) The reactants are O[CH:2]([C:6]1[C:14]2[O:13][CH2:12][CH:11]([C:15]3[CH:20]=[CH:19][C:18]([CH:21]([CH3:23])[CH3:22])=[CH:17][CH:16]=3)[C:10]=2[C:9]([CH3:24])=[C:8]([NH:25][C:26](=[O:32])[CH2:27][C:28]([CH3:31])([CH3:30])[CH3:29])[C:7]=1[CH3:33])[CH2:3][CH2:4][CH3:5]. The catalyst is CCCCCC.C(OCC)(=O)C. The product is [CH2:2]([C:6]1[C:14]2[O:13][CH2:12][CH:11]([C:15]3[CH:20]=[CH:19][C:18]([CH:21]([CH3:23])[CH3:22])=[CH:17][CH:16]=3)[C:10]=2[C:9]([CH3:24])=[C:8]([NH:25][C:26](=[O:32])[CH2:27][C:28]([CH3:29])([CH3:31])[CH3:30])[C:7]=1[CH3:33])[CH2:3][CH2:4][CH3:5]. The yield is 0.330. (5) The reactants are [NH:1]1[C:9]2[C:4](=[CH:5][CH:6]=[CH:7][CH:8]=2)[CH2:3][C:2]1=[O:10].Cl[C:12]1[CH:19]=[CH:18][C:15]([C:16]#[N:17])=[CH:14][CH:13]=1.C(=O)([O-])[O-].[K+].[K+].CC1(C)CCCCC(C)(C)P1C1C=CC=CC=1C1C(C(C)C)=CC(C(C)C)=CC=1C(C)C. The catalyst is C1C=CC(/C=C/C(/C=C/C2C=CC=CC=2)=O)=CC=1.C1C=CC(/C=C/C(/C=C/C2C=CC=CC=2)=O)=CC=1.C1C=CC(/C=C/C(/C=C/C2C=CC=CC=2)=O)=CC=1.[Pd].[Pd].O1CCCC1. The product is [O:10]=[C:2]1[CH2:3][C:4]2[C:9](=[CH:8][CH:7]=[CH:6][CH:5]=2)[N:1]1[C:12]1[CH:19]=[CH:18][C:15]([C:16]#[N:17])=[CH:14][CH:13]=1. The yield is 0.710. (6) The reactants are S(=O)(=O)(O)O.C(C1[O:11][C:12]2[C:18]([S:19]([N:22]3[CH2:27][CH2:26][N:25]([CH3:28])[CH2:24][CH2:23]3)(=[O:21])=[O:20])=[C:17]([Cl:29])[CH:16]=[CH:15][C:13]=2[N:14]=1)(C)(C)C. The catalyst is O.O1CCOCC1. The product is [NH2:14][C:13]1[C:12]([OH:11])=[C:18]([S:19]([N:22]2[CH2:27][CH2:26][N:25]([CH3:28])[CH2:24][CH2:23]2)(=[O:21])=[O:20])[C:17]([Cl:29])=[CH:16][CH:15]=1. The yield is 0.680. (7) The reactants are [O:1]1[CH2:6][CH2:5][O:4][C:3]2[CH:7]=[C:8]([N:11]3[C:20]4[C:15](=[CH:16][CH:17]=[CH:18][CH:19]=4)[N:14]=[C:13]([C:21]([O:23]CC)=[O:22])[C:12]3=[O:26])[CH:9]=[CH:10][C:2]1=2.[OH-].[Na+].Cl. The catalyst is C(O)C. The product is [O:1]1[CH2:6][CH2:5][O:4][C:3]2[CH:7]=[C:8]([N:11]3[C:20]4[C:15](=[CH:16][CH:17]=[CH:18][CH:19]=4)[N:14]=[C:13]([C:21]([OH:23])=[O:22])[C:12]3=[O:26])[CH:9]=[CH:10][C:2]1=2. The yield is 0.940. (8) The reactants are [CH2:1]([O:8][C:9]1[CH:36]=[CH:35][C:12]([CH2:13][N:14]([CH2:27][CH2:28][C:29]2[CH:34]=[CH:33][CH:32]=[CH:31][N:30]=2)[C:15](=[O:26])[CH2:16][CH2:17][CH2:18][CH2:19][C:20]2[CH:25]=[CH:24][CH:23]=[CH:22][CH:21]=2)=[CH:11][C:10]=1[O:37][CH2:38][C:39]([O:41]C(C)(C)C)=[O:40])[C:2]1[CH:7]=[CH:6][CH:5]=[CH:4][CH:3]=1. The catalyst is C(Cl)Cl.C(O)(C(F)(F)F)=O. The product is [CH2:1]([O:8][C:9]1[CH:36]=[CH:35][C:12]([CH2:13][N:14]([CH2:27][CH2:28][C:29]2[CH:34]=[CH:33][CH:32]=[CH:31][N:30]=2)[C:15](=[O:26])[CH2:16][CH2:17][CH2:18][CH2:19][C:20]2[CH:25]=[CH:24][CH:23]=[CH:22][CH:21]=2)=[CH:11][C:10]=1[O:37][CH2:38][C:39]([OH:41])=[O:40])[C:2]1[CH:3]=[CH:4][CH:5]=[CH:6][CH:7]=1. The yield is 0.820. (9) The reactants are [C:1]([O:9][C@@H:10]1[CH2:15][O:14][C:12](=[O:13])[CH2:11]1)(=[O:8])[C:2]1[CH:7]=[CH:6][CH:5]=[CH:4][CH:3]=1.[H-].C([Al+]C(C)C)(C)C. The catalyst is C1COCC1.C1(C)C=CC=CC=1. The product is [C:1]([O:9][C@H:10]([CH2:15][OH:14])[CH2:11][CH:12]=[O:13])(=[O:8])[C:2]1[CH:7]=[CH:6][CH:5]=[CH:4][CH:3]=1. The yield is 0.750. (10) The reactants are [Cl:1][C:2]1[CH:10]=[C:9]2[C:5]([C:6]([C:18]([O:20]C)=[O:19])=[CH:7][N:8]2C(OC(C)(C)C)=O)=[CH:4][C:3]=1[C:22]1[CH:27]=[CH:26][C:25]([O:28][CH2:29][C:30]2[CH:31]=[N:32][CH:33]=[CH:34][CH:35]=2)=[CH:24][CH:23]=1.[OH-].[Na+]. The catalyst is CO. The product is [Cl:1][C:2]1[CH:10]=[C:9]2[C:5]([C:6]([C:18]([OH:20])=[O:19])=[CH:7][NH:8]2)=[CH:4][C:3]=1[C:22]1[CH:23]=[CH:24][C:25]([O:28][CH2:29][C:30]2[CH:31]=[N:32][CH:33]=[CH:34][CH:35]=2)=[CH:26][CH:27]=1. The yield is 0.230.